This data is from Reaction yield outcomes from USPTO patents with 853,638 reactions. The task is: Predict the reaction yield, written as a fraction of the theoretical maximum amount of product (1.0 means a 100% yield; for example, 0.34 means a 34% yield). The reactants are [CH3:1][O:2][C:3]([C:5]1[C:13]([NH:14][C:15]2[CH:20]=[CH:19][CH:18]=[CH:17][C:16]=2[Cl:21])=[C:12]([F:22])[C:8]2[N:9]=[CH:10][NH:11][C:7]=2[CH:6]=1)=[O:4].CC1C=CC(S(O)(=O)=O)=CC=1.O.C1C(=O)N([Br:42])C(=O)C1. The catalyst is C1COCC1.CO. The product is [CH3:1][O:2][C:3]([C:5]1[C:13]([NH:14][C:15]2[CH:20]=[CH:19][C:18]([Br:42])=[CH:17][C:16]=2[Cl:21])=[C:12]([F:22])[C:8]2[N:9]=[CH:10][NH:11][C:7]=2[CH:6]=1)=[O:4]. The yield is 0.850.